Dataset: Full USPTO retrosynthesis dataset with 1.9M reactions from patents (1976-2016). Task: Predict the reactants needed to synthesize the given product. (1) Given the product [CH:35]1[N:34]([C@@H:32]2[O:33][C@@H:29]3[CH2:28][O:27][P:15]([OH:18])([O:46][C@H:30]3[C@H:31]2[OH:45])=[O:17])[C:44]2[NH:43][C:41]([NH2:42])=[N:40][C:38](=[O:39])[C:37]=2[N:36]=1, predict the reactants needed to synthesize it. The reactants are: Cl.N(CCO)(CCO)CCO.[Mg+2].[Cl-].[Cl-].[P:15]([O:27][CH2:28][C@H:29]1[O:33][C@@H:32]([N:34]2[C:44]3[N:43]=[C:41]([NH2:42])[NH:40][C:38](=[O:39])[C:37]=3[N:36]=[CH:35]2)[C@H:31]([OH:45])[C@@H:30]1[OH:46])([O:18]P(OP(O)(O)=O)(O)=O)(=[O:17])O.O1CCN([N+]2[N-]OC(=N)C=2)CC1.C1N([C@@H]2O[C@H](COP(O)(O)=O)[C@@H](O)[C@H]2O)C2NC(N)=NC(=O)C=2N=1.SC[C@H]([C@@H](CS)O)O. (2) Given the product [NH2:8][C@@H:12]([CH2:13][CH2:14][O:15][C:16]1[CH:17]=[CH:18][C:19]([Cl:22])=[CH:20][CH:21]=1)[CH2:11][OH:10], predict the reactants needed to synthesize it. The reactants are: C(OC([N:8]1[C@@H:12]([CH2:13][CH2:14][O:15][C:16]2[CH:21]=[CH:20][C:19]([Cl:22])=[CH:18][CH:17]=2)[CH2:11][O:10]C1(C)C)=O)(C)(C)C.Cl. (3) Given the product [NH2:8][C:9]1[N:14]=[C:13]([CH3:15])[N:12]=[C:11]([C:16]2[C:17]([NH:23][C:24]3[CH:25]=[CH:26][C:27]([NH:30][C:31](=[O:33])[CH3:32])=[N:28][CH:29]=3)=[N:18][CH:19]=[C:20]([Cl:22])[CH:21]=2)[N:10]=1, predict the reactants needed to synthesize it. The reactants are: COC1C=CC(C[N:8](CC2C=CC(OC)=CC=2)[C:9]2[N:14]=[C:13]([CH3:15])[N:12]=[C:11]([C:16]3[C:17]([NH:23][C:24]4[CH:25]=[CH:26][C:27]([NH:30][C:31](=[O:33])[CH3:32])=[N:28][CH:29]=4)=[N:18][CH:19]=[C:20]([Cl:22])[CH:21]=3)[N:10]=2)=CC=1.FC(F)(F)S(O)(=O)=O. (4) Given the product [CH3:12][O:11][C:8]1[CH:9]=[CH:10][C:5]2[NH:4][CH:1]([CH3:2])[NH:16][S:13](=[O:14])(=[O:15])[C:6]=2[CH:7]=1, predict the reactants needed to synthesize it. The reactants are: [CH:1](=O)[CH3:2].[NH2:4][C:5]1[CH:10]=[CH:9][C:8]([O:11][CH3:12])=[CH:7][C:6]=1[S:13]([NH2:16])(=[O:15])=[O:14]. (5) Given the product [CH3:32][O:33][C:34](=[O:35])/[CH:36]=[CH:11]/[C@@H:10]1[CH2:16][C@H:13]([OH:12])[CH2:14][CH2:15][N:9]1[C@@H:7]([C:1]1[CH:6]=[CH:5][CH:4]=[CH:3][CH:2]=1)[CH3:8], predict the reactants needed to synthesize it. The reactants are: [C:1]1([C@H:7]([N:9]2[CH2:15][CH2:14][C@@H:13]3[CH2:16][C@H:10]2[C:11](=O)[O:12]3)[CH3:8])[CH:6]=[CH:5][CH:4]=[CH:3][CH:2]=1.CCC(C)[BH-](C(C)CC)C(C)CC.[Li+].[CH3:32][O:33][C:34]([CH2:36]P(OC)(OC)=O)=[O:35].Cl. (6) Given the product [CH:1]1([C:4]2[N:5]=[C:6]3[CH:11]=[N:10][CH:9]=[CH:8][N:7]3[C:12]=2[NH2:13])[CH2:3][CH2:2]1, predict the reactants needed to synthesize it. The reactants are: [CH:1]1([C:4]2[N:5]=[C:6]3[CH:11]=[N:10][CH:9]=[CH:8][N:7]3[C:12]=2[NH:13]C(C(C)C)CC(C)(C)C)[CH2:3][CH2:2]1.FC(F)(F)C(O)=O. (7) Given the product [Br:14][C:12]1[C:11]([F:15])=[CH:10][C:9]([F:16])=[C:8]([C@:2]2([CH3:7])[CH2:3][CH:4]([CH3:5])[S:27][C:26]([NH2:25])=[N:1]2)[CH:13]=1, predict the reactants needed to synthesize it. The reactants are: [NH2:1][C@@:2]([C:8]1[CH:13]=[C:12]([Br:14])[C:11]([F:15])=[CH:10][C:9]=1[F:16])([CH3:7])[CH2:3][CH:4](O)[CH3:5].C([N:25]=[C:26]=[S:27])(=O)C1C=CC=CC=1.Cl. (8) Given the product [CH2:1]([O:13][C:14]1[C:23]2[C:18](=[CH:19][CH:20]=[CH:21][CH:22]=2)[C:17]([CH2:24][NH:31][CH2:30][C:29]2[CH:32]=[CH:33][CH:34]=[CH:35][C:28]=2[C:27]([F:26])([F:36])[F:37])=[CH:16][CH:15]=1)[CH2:2][CH2:3][CH2:4][CH2:5][CH2:6][CH2:7][CH2:8][CH2:9][CH2:10][CH2:11][CH3:12], predict the reactants needed to synthesize it. The reactants are: [CH2:1]([O:13][C:14]1[C:23]2[C:18](=[CH:19][CH:20]=[CH:21][CH:22]=2)[C:17]([CH:24]=O)=[CH:16][CH:15]=1)[CH2:2][CH2:3][CH2:4][CH2:5][CH2:6][CH2:7][CH2:8][CH2:9][CH2:10][CH2:11][CH3:12].[F:26][C:27]([F:37])([F:36])[C:28]1[CH:35]=[CH:34][CH:33]=[CH:32][C:29]=1[CH2:30][NH2:31]. (9) Given the product [Cl:24][CH2:23][CH2:22][CH2:21][CH2:20][CH2:19][O:11][C:8]1[CH:9]=[CH:10][C:5]([CH3:4])=[C:6]([S:12][CH2:13][C:14]([F:15])([F:17])[F:16])[CH:7]=1, predict the reactants needed to synthesize it. The reactants are: C(#N)C.[CH3:4][C:5]1[CH:10]=[CH:9][C:8]([OH:11])=[CH:7][C:6]=1[S:12][CH2:13][C:14]([F:17])([F:16])[F:15].Br[CH2:19][CH2:20][CH2:21][CH2:22][CH2:23][Cl:24].C(=O)([O-])[O-].[K+].[K+]. (10) Given the product [Cl:14][C:13]1[C:8]([C:5]2[N:4]=[C:3]([NH:16][CH2:17][CH:18]3[CH2:23][CH2:22][O:21][CH2:20][CH2:19]3)[C:2]([C:24]([NH2:25])=[O:27])=[N:7][CH:6]=2)=[CH:9][C:10]([F:15])=[N:11][CH:12]=1, predict the reactants needed to synthesize it. The reactants are: Cl[C:2]1[C:3]([NH:16][CH2:17][CH:18]2[CH2:23][CH2:22][O:21][CH2:20][CH2:19]2)=[N:4][C:5]([C:8]2[C:13]([Cl:14])=[CH:12][N:11]=[C:10]([F:15])[CH:9]=2)=[CH:6][N:7]=1.[C:24]([Cu])#[N:25].[O:27]1CCOCC1.